This data is from Reaction yield outcomes from USPTO patents with 853,638 reactions. The task is: Predict the reaction yield, written as a fraction of the theoretical maximum amount of product (1.0 means a 100% yield; for example, 0.34 means a 34% yield). (1) The reactants are [Cl:1][C:2]1[C:11]([S:12](Cl)(=[O:14])=[O:13])=[CH:10][CH:9]=[CH:8][C:3]=1[C:4]([O:6][CH3:7])=[O:5].C([O-])([O-])=O.[K+].[K+].[CH:22]1([NH2:25])[CH2:24][CH2:23]1. The catalyst is C1C=CC=CC=1. The product is [Cl:1][C:2]1[C:11]([S:12]([NH:25][CH:22]2[CH2:24][CH2:23]2)(=[O:14])=[O:13])=[CH:10][CH:9]=[CH:8][C:3]=1[C:4]([O:6][CH3:7])=[O:5]. The yield is 0.540. (2) The reactants are CN(C)[C:3](=[CH2:11])[C:4]([C:6]1[S:7][CH:8]=[CH:9][CH:10]=1)=[O:5].Cl.[NH2:14]O. The catalyst is CO. The product is [S:7]1[CH:8]=[CH:9][CH:10]=[C:6]1[C:4]1[O:5][N:14]=[CH:11][CH:3]=1. The yield is 0.970. (3) The yield is 0.850. No catalyst specified. The product is [CH3:1][C:2]1[CH:3]=[C:4]([CH2:7][CH2:8][NH2:9])[S:5][CH:6]=1. The reactants are [CH3:1][C:2]1[CH:3]=[C:4]([CH:7]=[CH:8][N+:9]([O-])=O)[S:5][CH:6]=1.[H-].[Al+3].[Li+].[H-].[H-].[H-]. (4) The reactants are [CH:1]1([CH2:6][CH:7]([C:12]2[CH:17]=[CH:16][C:15]([S:18][CH3:19])=[CH:14][N:13]=2)[C:8](=[O:11])[CH:9]=[CH2:10])[CH2:5][CH2:4][CH2:3][CH2:2]1.C(O)C.O1CCCC1.[Si:28]([O:35][CH:36]([C:46]1[CH:47]=[CH:48][C:49]([CH:52]=[O:53])=[N:50][CH:51]=1)[CH2:37][O:38][Si:39]([C:42]([CH3:45])([CH3:44])[CH3:43])([CH3:41])[CH3:40])([C:31]([CH3:34])([CH3:33])[CH3:32])([CH3:30])[CH3:29]. The catalyst is [Cl-].C([N+]1C(C)=C(CCO)SC=1)C1C=CC=CC=1.C(OCC)(=O)C.C(N(CC)CC)C. The product is [Si:28]([O:35][CH:36]([C:46]1[CH:47]=[CH:48][C:49]([C:52](=[O:53])[CH2:10][CH2:9][C:8](=[O:11])[CH:7]([C:12]2[CH:17]=[CH:16][C:15]([S:18][CH3:19])=[CH:14][N:13]=2)[CH2:6][CH:1]2[CH2:2][CH2:3][CH2:4][CH2:5]2)=[N:50][CH:51]=1)[CH2:37][O:38][Si:39]([C:42]([CH3:44])([CH3:45])[CH3:43])([CH3:41])[CH3:40])([C:31]([CH3:32])([CH3:33])[CH3:34])([CH3:30])[CH3:29]. The yield is 0.600. (5) The reactants are [Cl:1][C:2]1[CH:7]=[CH:6][C:5]([C:8]2[N:9]=[CH:10][NH:11][CH:12]=2)=[CH:4][CH:3]=1.Br[C:14]1[S:15][CH:16]=[CH:17][CH:18]=1. No catalyst specified. The product is [Cl:1][C:2]1[CH:3]=[CH:4][C:5]([C:8]2[N:9]=[CH:10][N:11]([C:14]3[S:15][CH:16]=[CH:17][CH:18]=3)[CH:12]=2)=[CH:6][CH:7]=1. The yield is 0.0700. (6) The reactants are [F:1][C:2]([F:12])([F:11])[C:3]1[CH:10]=[CH:9][C:6]([CH2:7][NH2:8])=[CH:5][CH:4]=1.ClC(Cl)(O[C:17](=[O:23])[O:18][C:19](Cl)(Cl)Cl)Cl.[N-:25]=[C:26]=[O:27]. The catalyst is CCOC(C)=O.CN(C=O)C. The product is [F:1][C:2]([F:11])([F:12])[C:3]1[CH:10]=[CH:9][C:6]([CH2:7][NH:8][C:26]([NH:25][C:3]2[C:19]3[O:18][C:17](=[O:23])[NH:8][C:7]=3[CH:6]=[CH:5][CH:4]=2)=[O:27])=[CH:5][CH:4]=1. The yield is 0.195.